This data is from Catalyst prediction with 721,799 reactions and 888 catalyst types from USPTO. The task is: Predict which catalyst facilitates the given reaction. (1) Reactant: [N+:1]([C:4]1[CH:5]=[C:6]2[C:10](=[CH:11][CH:12]=1)[NH:9][CH:8]=[C:7]2[C:13]1[CH:18]2[CH2:19][CH2:20][N:15]([CH2:16][CH2:17]2)[CH:14]=1)([O-])=O.[H][H]. Product: [N:15]12[CH2:16][CH2:17][CH:18]([CH2:19][CH2:20]1)[CH:13]([C:7]1[C:6]3[C:10](=[CH:11][CH:12]=[C:4]([NH2:1])[CH:5]=3)[NH:9][CH:8]=1)[CH2:14]2. The catalyst class is: 19. (2) Reactant: C([Li])CCC.[C:6]1([S:12]([N:15]2[C:19]3=[N:20][CH:21]=[CH:22][CH:23]=[C:18]3[CH:17]=[CH:16]2)(=[O:14])=[O:13])[CH:11]=[CH:10][CH:9]=[CH:8][CH:7]=1.CN([CH:27]=[O:28])C.[Cl-].[NH4+]. Product: [C:6]1([S:12]([N:15]2[C:19]3=[N:20][CH:21]=[CH:22][CH:23]=[C:18]3[CH:17]=[C:16]2[CH:27]=[O:28])(=[O:14])=[O:13])[CH:7]=[CH:8][CH:9]=[CH:10][CH:11]=1. The catalyst class is: 56. (3) Reactant: [NH2:1][C:2]1[CH:10]=[C:9]([CH2:11][NH:12][C:13]([O:15][C:16]([CH3:19])([CH3:18])[CH3:17])=[O:14])[CH:8]=[CH:7][C:3]=1[C:4]([OH:6])=O.N1[CH:24]=[CH:23]N=C1.C(Cl)(=O)C.Cl.[NH2:30][CH:31]1[CH2:36][CH2:35][C:34](=[O:37])[NH:33][C:32]1=[O:38].P(OC1C=CC=CC=1)(OC1C=CC=CC=1)OC1C=CC=CC=1. Product: [C:16]([O:15][C:13](=[O:14])[NH:12][CH2:11][C:9]1[CH:10]=[C:2]2[C:3]([C:4](=[O:6])[N:30]([CH:31]3[CH2:36][CH2:35][C:34](=[O:37])[NH:33][C:32]3=[O:38])[C:23]([CH3:24])=[N:1]2)=[CH:7][CH:8]=1)([CH3:19])([CH3:18])[CH3:17]. The catalyst class is: 10. (4) Reactant: [Cl:1][C:2]1[CH:10]=[CH:9][C:5]([C:6]([OH:8])=O)=[C:4]([SH:11])[CH:3]=1.[C:12]([C:14]1[CH:19]=[CH:18][CH:17]=[CH:16][N:15]=1)#[N:13]. Product: [Cl:1][C:2]1[CH:10]=[CH:9][C:5]2[C:6](=[O:8])[N:13]=[C:12]([C:14]3[CH:19]=[CH:18][CH:17]=[CH:16][N:15]=3)[S:11][C:4]=2[CH:3]=1. The catalyst class is: 17. (5) Reactant: C(=O)([O-])[O-].[Na+].[Na+].Cl[C:8]1[N:18]=[CH:17][CH:16]=[CH:15][C:9]=1[C:10]([O:12][CH2:13][CH3:14])=[O:11].[F:19][C:20]1[CH:25]=[C:24]([F:26])[CH:23]=[CH:22][C:21]=1B(O)O.C1(C)C=CC=CC=1. Product: [F:19][C:20]1[CH:25]=[C:24]([F:26])[CH:23]=[CH:22][C:21]=1[C:8]1[N:18]=[CH:17][CH:16]=[CH:15][C:9]=1[C:10]([O:12][CH2:13][CH3:14])=[O:11]. The catalyst class is: 14. (6) Reactant: [NH2:1][C:2]1[CH:3]=[CH:4][C:5]([C:8]#[N:9])=[N:6][CH:7]=1.N1C=CC=CC=1.[CH3:16][S:17](Cl)(=[O:19])=[O:18]. Product: [C:8]([C:5]1[N:6]=[CH:7][C:2]([NH:1][S:17]([CH3:16])(=[O:19])=[O:18])=[CH:3][CH:4]=1)#[N:9]. The catalyst class is: 4. (7) Reactant: [CH3:1][O:2][C:3]1[CH:4]=[C:5]2[C:10](=[CH:11][CH:12]=1)[C:9](=O)[CH:8]([NH:14][C:15]([C:17]1[O:21][N:20]=[C:19]([C:22]3[CH:27]=[CH:26][CH:25]=[CH:24][CH:23]=3)[C:18]=1[C:28]([F:31])([F:30])[F:29])=O)[CH2:7][CH2:6]2.COC1C=CC(P2(SP(C3C=CC(OC)=CC=3)(=S)S2)=[S:41])=CC=1. Product: [CH3:1][O:2][C:3]1[CH:4]=[C:5]2[C:10](=[CH:11][CH:12]=1)[C:9]1[S:41][C:15]([C:17]3[O:21][N:20]=[C:19]([C:22]4[CH:27]=[CH:26][CH:25]=[CH:24][CH:23]=4)[C:18]=3[C:28]([F:31])([F:30])[F:29])=[N:14][C:8]=1[CH2:7][CH2:6]2. The catalyst class is: 1. (8) Reactant: C([O:8][C:9]1[CH:10]=[C:11]2[C:16](=[CH:17][CH:18]=1)[N:15]([CH:19]1[CH2:24][CH2:23][S:22][CH2:21][CH2:20]1)[C:14](=[O:25])[N:13]([CH2:26][C:27]1[CH:32]=[CH:31][C:30]([O:33][CH3:34])=[C:29]([O:35][CH3:36])[CH:28]=1)[C:12]2=[O:37])C1C=CC=CC=1.C(O)=O. Product: [CH3:36][O:35][C:29]1[CH:28]=[C:27]([CH:32]=[CH:31][C:30]=1[O:33][CH3:34])[CH2:26][N:13]1[C:12](=[O:37])[C:11]2[C:16](=[CH:17][CH:18]=[C:9]([OH:8])[CH:10]=2)[N:15]([CH:19]2[CH2:20][CH2:21][S:22][CH2:23][CH2:24]2)[C:14]1=[O:25]. The catalyst class is: 25. (9) Reactant: Br[C:2]1[CH:7]=[C:6]([CH2:8][S:9]([CH3:12])(=[O:11])=[O:10])[CH:5]=[CH:4][C:3]=1[O:13][CH2:14][C:15]([F:18])([F:17])[F:16].[CH3:19][N:20]1[CH:25]=[C:24](B2OC(C)(C)C(C)(C)O2)[C:23]2[CH:35]=[CH:36][O:37][C:22]=2[C:21]1=[O:38].[O-]P([O-])([O-])=O.[K+].[K+].[K+]. Product: [CH3:19][N:20]1[CH:25]=[C:24]([C:2]2[CH:7]=[C:6]([CH2:8][S:9]([CH3:12])(=[O:11])=[O:10])[CH:5]=[CH:4][C:3]=2[O:13][CH2:14][C:15]([F:18])([F:17])[F:16])[C:23]2[CH:35]=[CH:36][O:37][C:22]=2[C:21]1=[O:38]. The catalyst class is: 117. (10) Reactant: [Cl:1][C:2]1[C:3]([N+:13]([O-:15])=[O:14])=[CH:4][C:5]2[O:10][CH2:9][C:8](=[O:11])[NH:7][C:6]=2[CH:12]=1.C([O-])([O-])=O.[Cs+].[Cs+].[Cl:22][CH2:23][CH2:24][CH2:25]I. Product: [Cl:1][C:2]1[C:3]([N+:13]([O-:15])=[O:14])=[CH:4][C:5]2[O:10][CH2:9][C:8](=[O:11])[N:7]([CH2:25][CH2:24][CH2:23][Cl:22])[C:6]=2[CH:12]=1. The catalyst class is: 243.